Dataset: CYP2D6 inhibition data for predicting drug metabolism from PubChem BioAssay. Task: Regression/Classification. Given a drug SMILES string, predict its absorption, distribution, metabolism, or excretion properties. Task type varies by dataset: regression for continuous measurements (e.g., permeability, clearance, half-life) or binary classification for categorical outcomes (e.g., BBB penetration, CYP inhibition). Dataset: cyp2d6_veith. (1) The compound is COc1ccc(CCNC(=O)c2nnn(CC(=O)Nc3ccccc3C)c2N)cc1OC. The result is 0 (non-inhibitor). (2) The drug is Oc1ccc2c3c1O[C@@H]1c4[nH]c5c(c4C[C@@]4(O)[C@@H](C2)N(CC2CC2)CC[C@]314)C[C@]1(O)[C@@H]2Cc3ccc(O)c4c3[C@@]1(CCN2CC1CC1)[C@H]5O4. The result is 0 (non-inhibitor). (3) The compound is C[C@H](C(=O)c1ccncc1)c1ccccn1. The result is 0 (non-inhibitor). (4) The molecule is Nc1ccc2c3c(cccc13)C(=O)NC2=O. The result is 0 (non-inhibitor). (5) The compound is Cn1cccc1CNC(=O)Nc1ccc(Cl)c(Cl)c1. The result is 0 (non-inhibitor). (6) The drug is COc1cccc(Nc2ncc3ncc(=O)n(C)c3n2)c1. The result is 0 (non-inhibitor).